From a dataset of Forward reaction prediction with 1.9M reactions from USPTO patents (1976-2016). Predict the product of the given reaction. (1) Given the reactants C(=O)([O-])[O-].[Cs+].[Cs+].FC(F)(F)S(O[C:13]1[CH:14]=[CH:15][C:16]2[O:20][C:19]([C:21]3[CH:26]=[CH:25][C:24]([F:27])=[CH:23][CH:22]=3)=[C:18]([C:28](=[O:31])[NH:29][CH3:30])[C:17]=2[CH:32]=1)(=O)=O.B([C:38]1[CH:39]=[C:40]([CH:44]=[CH:45][CH:46]=1)[C:41]([OH:43])=[O:42])(O)O.O1CCOCC1, predict the reaction product. The product is: [F:27][C:24]1[CH:25]=[CH:26][C:21]([C:19]2[O:20][C:16]3[CH:15]=[CH:14][C:13]([C:38]4[CH:39]=[C:40]([CH:44]=[CH:45][CH:46]=4)[C:41]([OH:43])=[O:42])=[CH:32][C:17]=3[C:18]=2[C:28](=[O:31])[NH:29][CH3:30])=[CH:22][CH:23]=1. (2) Given the reactants C([O:8][C:9]1[CH:10]=[CH:11][C:12]([C:15]2[N:19]([C:20]3[CH:25]=[CH:24][CH:23]=[CH:22][N:21]=3)[N:18]=[C:17]([C:26]([O:28][CH2:29][CH3:30])=[O:27])[CH:16]=2)=[N:13][CH:14]=1)C1C=CC=CC=1, predict the reaction product. The product is: [OH:8][C:9]1[CH:10]=[CH:11][C:12]([C:15]2[N:19]([C:20]3[CH:25]=[CH:24][CH:23]=[CH:22][N:21]=3)[N:18]=[C:17]([C:26]([O:28][CH2:29][CH3:30])=[O:27])[CH:16]=2)=[N:13][CH:14]=1. (3) Given the reactants [CH3:1][C:2]([O:5][C:6]([N:8]1[CH2:13][CH2:12][CH:11]([C:14]([OH:16])=O)[CH2:10][CH2:9]1)=[O:7])([CH3:4])[CH3:3].[F:17][C:18]([F:28])([F:27])[C:19]1[CH:24]=[CH:23][CH:22]=[CH:21][C:20]=1[CH2:25][NH2:26].CCN=C=NCCCN(C)C.C1C=CC2N(O)N=NC=2C=1.C(N(C(C)C)CC)(C)C, predict the reaction product. The product is: [F:17][C:18]([F:27])([F:28])[C:19]1[CH:24]=[CH:23][CH:22]=[CH:21][C:20]=1[CH2:25][NH:26][C:14]([CH:11]1[CH2:10][CH2:9][N:8]([C:6]([O:5][C:2]([CH3:1])([CH3:3])[CH3:4])=[O:7])[CH2:13][CH2:12]1)=[O:16]. (4) Given the reactants [F:1][C:2]1[CH:3]=[C:4]([CH2:9][OH:10])[CH:5]=[C:6]([F:8])[CH:7]=1.Cl[C:12]1[CH:13]=[C:14]2[N:21]([CH3:22])[CH:20]([CH3:23])[CH2:19][N:15]2[C:16](=[O:18])[N:17]=1, predict the reaction product. The product is: [F:1][C:2]1[CH:3]=[C:4]([CH:5]=[C:6]([F:8])[CH:7]=1)[CH2:9][O:10][C:12]1[CH:13]=[C:14]2[N:21]([CH3:22])[CH:20]([CH3:23])[CH2:19][N:15]2[C:16](=[O:18])[N:17]=1. (5) Given the reactants [CH3:1][O:2][C:3](=[O:32])[CH2:4][C:5]1[CH:10]=[CH:9][C:8]([CH2:11][NH:12][CH2:13][CH2:14][CH2:15][N:16]2[C:24](=[O:25])[NH:23][C:22]3[C:17]2=[N:18][C:19]([O:27][CH2:28][CH2:29][CH2:30][CH3:31])=[N:20][C:21]=3[NH2:26])=[CH:7][CH:6]=1.[CH3:33][N:34]1[CH2:38][CH2:37][CH2:36][CH:35]1[C:39](O)=[O:40].CN(C(ON1N=NC2C=CC=NC1=2)=[N+](C)C)C.F[P-](F)(F)(F)(F)F, predict the reaction product. The product is: [CH3:1][O:2][C:3](=[O:32])[CH2:4][C:5]1[CH:10]=[CH:9][C:8]([CH2:11][N:12]([CH2:13][CH2:14][CH2:15][N:16]2[C:24](=[O:25])[NH:23][C:22]3[C:17]2=[N:18][C:19]([O:27][CH2:28][CH2:29][CH2:30][CH3:31])=[N:20][C:21]=3[NH2:26])[C:39]([C@@H:35]2[CH2:36][CH2:37][CH2:38][N:34]2[CH3:33])=[O:40])=[CH:7][CH:6]=1. (6) Given the reactants [F:1][CH:2]([F:14])[C:3]1[CH:8]=[CH:7][CH:6]=[C:5]([CH:9]2OCC[O:10]2)[N:4]=1, predict the reaction product. The product is: [F:14][CH:2]([F:1])[C:3]1[N:4]=[C:5]([CH:9]=[O:10])[CH:6]=[CH:7][CH:8]=1. (7) Given the reactants [C:1]([C:3]1[CH:8]=[CH:7][C:6]([CH2:9][CH2:10][CH:11]([CH2:23][OH:24])[CH2:12][C:13]2[CH:22]=[CH:21][C:16]([C:17]([O:19][CH3:20])=[O:18])=[CH:15][CH:14]=2)=[CH:5][CH:4]=1)#[N:2].[Cr](Cl)([O-])(=O)=O.[NH+]1C=CC=CC=1, predict the reaction product. The product is: [C:1]([C:3]1[CH:4]=[CH:5][C:6]([CH2:9][CH2:10][CH:11]([CH:23]=[O:24])[CH2:12][C:13]2[CH:14]=[CH:15][C:16]([C:17]([O:19][CH3:20])=[O:18])=[CH:21][CH:22]=2)=[CH:7][CH:8]=1)#[N:2]. (8) Given the reactants [OH:1][CH2:2][C:3]1C(N)=CC=CN=1.C(N(CC)CC)C.[F:17][C:18]1[CH:19]=[N:20][C:21]([O:27][C:28]2[CH:33]=[CH:32][CH:31]=[C:30]([S:34][CH3:35])[CH:29]=2)=[C:22]([CH:26]=1)[C:23]([OH:25])=O.Cl.CN(C)[CH2:39][CH2:40][CH2:41][N:42]=[C:43]=[N:44]CC.ON1C2C=CC=CC=2N=N1, predict the reaction product. The product is: [F:17][C:18]1[CH:19]=[N:20][C:21]([O:27][C:28]2[CH:33]=[CH:32][CH:31]=[C:30]([S:34][CH3:35])[CH:29]=2)=[C:22]([CH:26]=1)[C:23]([NH:44][C:43]1[C:3]([CH2:2][OH:1])=[CH:39][CH:40]=[CH:41][N:42]=1)=[O:25].